Task: Regression. Given a peptide amino acid sequence and an MHC pseudo amino acid sequence, predict their binding affinity value. This is MHC class I binding data.. Dataset: Peptide-MHC class I binding affinity with 185,985 pairs from IEDB/IMGT (1) The peptide sequence is RCSSNITGLL. The MHC is H-2-Kb with pseudo-sequence H-2-Kb. The binding affinity (normalized) is 0.167. (2) The peptide sequence is TVMDVISRR. The MHC is HLA-A33:01 with pseudo-sequence HLA-A33:01. The binding affinity (normalized) is 0.819. (3) The binding affinity (normalized) is 0.680. The peptide sequence is LNTPYCNYTK. The MHC is HLA-A33:01 with pseudo-sequence HLA-A33:01. (4) The peptide sequence is KFNDYRKQMY. The MHC is HLA-A31:01 with pseudo-sequence HLA-A31:01. The binding affinity (normalized) is 0.512. (5) The peptide sequence is KINRSKTPY. The MHC is HLA-A02:19 with pseudo-sequence HLA-A02:19. The binding affinity (normalized) is 0.132. (6) The peptide sequence is ILQMYMSV. The MHC is H-2-Kb with pseudo-sequence H-2-Kb. The binding affinity (normalized) is 0.431. (7) The peptide sequence is AAVTLNRIKI. The MHC is HLA-A68:02 with pseudo-sequence HLA-A68:02. The binding affinity (normalized) is 0.196.